Regression. Given a peptide amino acid sequence and an MHC pseudo amino acid sequence, predict their binding affinity value. This is MHC class I binding data. From a dataset of Peptide-MHC class I binding affinity with 185,985 pairs from IEDB/IMGT. (1) The peptide sequence is ATFSVPMEK. The MHC is HLA-A02:02 with pseudo-sequence HLA-A02:02. The binding affinity (normalized) is 0.0534. (2) The peptide sequence is TSTLQEQIAW. The binding affinity (normalized) is 0. The MHC is HLA-B18:01 with pseudo-sequence HLA-B18:01. (3) The peptide sequence is EQIQWMYRQ. The MHC is Mamu-B8701 with pseudo-sequence Mamu-B8701. The binding affinity (normalized) is 0. (4) The peptide sequence is RGEQLLSCCRF. The MHC is Mamu-B52 with pseudo-sequence Mamu-B52. The binding affinity (normalized) is 0.571. (5) The peptide sequence is ITSKEVFTY. The MHC is HLA-B58:01 with pseudo-sequence HLA-B58:01. The binding affinity (normalized) is 0.699.